Regression/Classification. Given a drug SMILES string, predict its toxicity properties. Task type varies by dataset: regression for continuous values (e.g., LD50, hERG inhibition percentage) or binary classification for toxic/non-toxic outcomes (e.g., AMES mutagenicity, cardiotoxicity, hepatotoxicity). Dataset: herg_karim. From a dataset of hERG potassium channel inhibition data for cardiac toxicity prediction from Karim et al.. (1) The molecule is Cn1c(=O)cc(NC2CCN(Cc3ccc4c(c3)OCO4)CC2)c2cc(OC(F)F)ccc21. The result is 1 (blocker). (2) The drug is N#CC1(NC(=O)[C@@H]2CCCC[C@H]2C(=O)N2CCN(c3nc(C(F)(F)F)cs3)CC2)CC1. The result is 0 (non-blocker).